Dataset: Forward reaction prediction with 1.9M reactions from USPTO patents (1976-2016). Task: Predict the product of the given reaction. (1) Given the reactants Br[C:2]1[CH:3]=[C:4]([NH:14][C:15]([CH:17]2[CH2:21][CH2:20][C:19](=[O:22])[N:18]2[CH:23]2[CH2:28][CH2:27][N:26]([CH2:29][C:30]3[CH:35]=[CH:34][C:33]([Cl:36])=[C:32]([CH3:37])[CH:31]=3)[CH2:25][CH2:24]2)=[O:16])[CH:5]=[C:6]([C:8]2[N:12]([CH3:13])[N:11]=[N:10][N:9]=2)[CH:7]=1.C(N(CC)CC)C.CN([CH:48]=[O:49])C.[CH3:50][OH:51], predict the reaction product. The product is: [CH3:50][O:51][C:48](=[O:49])[C:2]1[CH:7]=[C:6]([C:8]2[N:12]([CH3:13])[N:11]=[N:10][N:9]=2)[CH:5]=[C:4]([NH:14][C:15]([CH:17]2[CH2:21][CH2:20][C:19](=[O:22])[N:18]2[CH:23]2[CH2:28][CH2:27][N:26]([CH2:29][C:30]3[CH:35]=[CH:34][C:33]([Cl:36])=[C:32]([CH3:37])[CH:31]=3)[CH2:25][CH2:24]2)=[O:16])[CH:3]=1. (2) Given the reactants Br[C:2]1[CH:11]=[CH:10][C:9]2[N:4]([CH:5]=[CH:6][C:7](=[O:20])[C:8]=2[C:12]2[C:17]([F:18])=[CH:16][CH:15]=[CH:14][C:13]=2[F:19])[CH:3]=1.[Br-].[F:22][C:23]1[CH:30]=[C:29]([F:31])[CH:28]=[CH:27][C:24]=1[CH2:25][Zn+], predict the reaction product. The product is: [F:22][C:23]1[CH:30]=[C:29]([F:31])[CH:28]=[CH:27][C:24]=1[CH2:25][C:2]1[CH:11]=[CH:10][C:9]2[N:4]([CH:5]=[CH:6][C:7](=[O:20])[C:8]=2[C:12]2[C:17]([F:18])=[CH:16][CH:15]=[CH:14][C:13]=2[F:19])[CH:3]=1. (3) Given the reactants [Si](OCC1C=CC(NC(=O)C=C)=C(Cl)C=1)(C(C)(C)C)(C)C.OC(C1SC=CC=1)(C1SC=CC=1)C(O[C@H]1CC[C@H](NC)CC1)=O.[OH:45][C:46]([C:86]1[S:87][CH:88]=[CH:89][CH:90]=1)([C:81]1[S:82][CH:83]=[CH:84][CH:85]=1)[C:47]([O:49][C@H:50]1[CH2:55][CH2:54][C@H:53]([N:56]([CH2:58][CH2:59][C:60]([NH:62][C:63]2[CH:68]=[C:67](OC)[C:66]([CH2:71][O:72][Si:73]([C:76]([CH3:79])([CH3:78])[CH3:77])([CH3:75])[CH3:74])=[CH:65][C:64]=2[Cl:80])=[O:61])[CH3:57])[CH2:52][CH2:51]1)=[O:48], predict the reaction product. The product is: [OH:45][C:46]([C:81]1[S:82][CH:83]=[CH:84][CH:85]=1)([C:86]1[S:87][CH:88]=[CH:89][CH:90]=1)[C:47]([O:49][C@H:50]1[CH2:51][CH2:52][C@H:53]([N:56]([CH2:58][CH2:59][C:60]([NH:62][C:63]2[CH:68]=[CH:67][C:66]([CH2:71][O:72][Si:73]([C:76]([CH3:79])([CH3:78])[CH3:77])([CH3:75])[CH3:74])=[CH:65][C:64]=2[Cl:80])=[O:61])[CH3:57])[CH2:54][CH2:55]1)=[O:48]. (4) Given the reactants [I-].C[P+]([C:16]1[CH:21]=[CH:20][CH:19]=[CH:18][CH:17]=1)([C:16]1[CH:21]=[CH:20][CH:19]=[CH:18][CH:17]=1)[C:16]1[CH:21]=[CH:20][CH:19]=[CH:18][CH:17]=1.[Li]CCCC.[CH:27]1([C:33]([C:35]2C=CC=CC=2)=O)[CH2:32][CH2:31][CH2:30][CH2:29][CH2:28]1, predict the reaction product. The product is: [CH:27]1([C:33]([C:16]2[CH:17]=[CH:18][CH:19]=[CH:20][CH:21]=2)=[CH2:35])[CH2:32][CH2:31][CH2:30][CH2:29][CH2:28]1. (5) Given the reactants [O:1]=[C:2]1[C:6]([C:13]2[CH:18]=[CH:17][CH:16]=[CH:15][CH:14]=2)([C:7]2[CH:12]=[CH:11][CH:10]=[CH:9][CH:8]=2)[CH2:5][CH2:4][N:3]1[CH2:19][C:20](O)=[O:21].C(N(C(C)C)CC)(C)C.[F:32][C:33]([F:43])([F:42])[C:34]1[CH:35]=[C:36]([CH2:40][NH2:41])[CH:37]=[CH:38][CH:39]=1, predict the reaction product. The product is: [O:1]=[C:2]1[C:6]([C:7]2[CH:8]=[CH:9][CH:10]=[CH:11][CH:12]=2)([C:13]2[CH:18]=[CH:17][CH:16]=[CH:15][CH:14]=2)[CH2:5][CH2:4][N:3]1[CH2:19][C:20]([NH:41][CH2:40][C:36]1[CH:37]=[CH:38][CH:39]=[C:34]([C:33]([F:32])([F:42])[F:43])[CH:35]=1)=[O:21]. (6) Given the reactants Cl[C:2]1[N:7]=[C:6]([NH:8][C:9]([C:11]2([C:14]3[CH:24]=[CH:23][C:17]4[O:18][C:19]([F:22])([F:21])[O:20][C:16]=4[CH:15]=3)[CH2:13][CH2:12]2)=[O:10])[CH:5]=[CH:4][C:3]=1[CH3:25].[F:26][C:27]([F:46])([F:45])[C:28]([C:30]1[CH:35]=[CH:34][C:33](B2OC(C)(C)C(C)(C)O2)=[CH:32][CH:31]=1)=[O:29].C(=O)([O-])[O-].[Na+].[Na+], predict the reaction product. The product is: [F:21][C:19]1([F:22])[O:18][C:17]2[CH:23]=[CH:24][C:14]([C:11]3([C:9]([NH:8][C:6]4[CH:5]=[CH:4][C:3]([CH3:25])=[C:2]([C:33]5[CH:34]=[CH:35][C:30]([C:28](=[O:29])[C:27]([F:45])([F:46])[F:26])=[CH:31][CH:32]=5)[N:7]=4)=[O:10])[CH2:13][CH2:12]3)=[CH:15][C:16]=2[O:20]1. (7) Given the reactants [F:1][C:2]1[CH:9]=[CH:8][C:7]([F:10])=[CH:6][C:3]=1[CH:4]=[O:5].[CH3:11]Br.[Mg], predict the reaction product. The product is: [F:1][C:2]1[CH:9]=[CH:8][C:7]([F:10])=[CH:6][C:3]=1[C:4](=[O:5])[CH3:11]. (8) Given the reactants [Br:1][C:2]1[CH:3]=[N:4][C:5]([NH:8][C@H:9]2[CH2:14][CH2:13][C@H:12]([OH:15])[CH2:11][CH2:10]2)=[N:6][CH:7]=1.[CH3:16][S:17](Cl)(=[O:19])=[O:18], predict the reaction product. The product is: [CH3:16][S:17]([O:15][C@H:12]1[CH2:11][CH2:10][C@H:9]([NH:8][C:5]2[N:4]=[CH:3][C:2]([Br:1])=[CH:7][N:6]=2)[CH2:14][CH2:13]1)(=[O:19])=[O:18]. (9) Given the reactants [F:1][C:2]1[CH:7]=[CH:6][C:5]([S:8]([C:11]2[C:16]([CH2:17][C:18]3[C:26]4[C:25](=[O:27])[CH2:24][C:23]([CH3:29])([CH3:28])[CH2:22][C:21]=4[N:20]([CH2:30][C:31]([O:33]CC)=[O:32])[C:19]=3[CH3:36])=[CH:15][CH:14]=[CH:13][N:12]=2)(=[O:10])=[O:9])=[CH:4][CH:3]=1.[OH-].[Na+], predict the reaction product. The product is: [F:1][C:2]1[CH:7]=[CH:6][C:5]([S:8]([C:11]2[C:16]([CH2:17][C:18]3[C:26]4[C:25](=[O:27])[CH2:24][C:23]([CH3:29])([CH3:28])[CH2:22][C:21]=4[N:20]([CH2:30][C:31]([OH:33])=[O:32])[C:19]=3[CH3:36])=[CH:15][CH:14]=[CH:13][N:12]=2)(=[O:9])=[O:10])=[CH:4][CH:3]=1. (10) Given the reactants [NH2:1][C:2]([C:15]1[CH:20]=[CH:19][CH:18]=[CH:17][CH:16]=1)([CH3:14])[C:3]([O:5][C@@H:6]1[CH:11]2[CH2:12][CH2:13][N:8]([CH2:9][CH2:10]2)[CH2:7]1)=[O:4].[CH:21]([C:23]1[S:27][C:26]([C:28]([O:30][C@H:31]([C:42]2[CH:47]=[CH:46][C:45]([O:48][CH3:49])=[C:44]([O:50][CH3:51])[CH:43]=2)[CH2:32][C:33]2[C:38]([Cl:39])=[CH:37][N+:36]([O-:40])=[CH:35][C:34]=2[Cl:41])=[O:29])=[CH:25][CH:24]=1)=O.C(O)(=O)C.[BH-](OC(C)=O)(OC(C)=O)OC(C)=O.[Na+], predict the reaction product. The product is: [CH:3]([OH:5])=[O:4].[CH3:14][C:2]([NH:1][CH2:21][C:23]1[S:27][C:26]([C:28]([O:30][C@H:31]([C:42]2[CH:47]=[CH:46][C:45]([O:48][CH3:49])=[C:44]([O:50][CH3:51])[CH:43]=2)[CH2:32][C:33]2[C:38]([Cl:39])=[CH:37][N+:36]([O-:40])=[CH:35][C:34]=2[Cl:41])=[O:29])=[CH:25][CH:24]=1)([C:15]1[CH:16]=[CH:17][CH:18]=[CH:19][CH:20]=1)[C:3](=[O:4])[O:5][C@@H:6]1[CH:11]2[CH2:10][CH2:9][N:8]([CH2:13][CH2:12]2)[CH2:7]1.